Regression/Classification. Given a drug SMILES string, predict its absorption, distribution, metabolism, or excretion properties. Task type varies by dataset: regression for continuous measurements (e.g., permeability, clearance, half-life) or binary classification for categorical outcomes (e.g., BBB penetration, CYP inhibition). Dataset: rlm. From a dataset of Rat liver microsome stability data. (1) The result is 1 (stable in rat liver microsomes). The drug is CC(C)n1nnc2c(N3CCOCC3)nc(-c3ccc(NC(=O)Nc4ccc(C(N)=O)cc4)cc3)nc21. (2) The compound is COc1cc(N2CCN(C3CCN(c4ccc(F)c5c(OC)cc(C(F)(F)F)nc45)CC3)CC2)c2ncccc2c1. The result is 1 (stable in rat liver microsomes). (3) The molecule is N#Cc1ccccc1Cn1c(N2CCC[C@@H](N)C2)ncc(Cl)c1=O. The result is 0 (unstable in rat liver microsomes). (4) The molecule is O=C(CN1CCN(C2CCCC2)CC1)NC1CCCCC1. The result is 1 (stable in rat liver microsomes). (5) The drug is NC(=O)C1CCN(c2nc(-c3ccc(OC(F)(F)F)cc3)cs2)CC1. The result is 1 (stable in rat liver microsomes). (6) The compound is C[C@@H]1CN(c2ccc(F)cc2)CCN1C(=O)Oc1cccc(N2CCS(=O)(=O)CC2)c1. The result is 1 (stable in rat liver microsomes). (7) The compound is CN1CCC(Oc2ccc(-c3[nH]nc4ccc(C(=O)NC(c5ccccn5)C5CCCC5)cc34)cc2)CC1. The result is 0 (unstable in rat liver microsomes). (8) The drug is CCC(=O)NCCCc1cc(OC)ccc1CCc1cccc(OC)c1. The result is 1 (stable in rat liver microsomes). (9) The compound is Cc1cccc(NC(=O)c2nn(C)c(-c3ccc(F)cc3)c2C)n1. The result is 0 (unstable in rat liver microsomes). (10) The compound is Cc1ccc2oc(NC3=NC4=C(C(=O)CCC4)C(c4ccccc4Cl)N3)nc2c1. The result is 0 (unstable in rat liver microsomes).